From a dataset of Forward reaction prediction with 1.9M reactions from USPTO patents (1976-2016). Predict the product of the given reaction. (1) Given the reactants [CH:1]([N:14]1[CH2:17][C:16](=[O:18])[CH2:15]1)([C:8]1[CH:13]=[CH:12][CH:11]=[CH:10][CH:9]=1)[C:2]1[CH:7]=[CH:6][CH:5]=[CH:4][CH:3]=1.[CH3:19][Mg]I.C(=O)([O-])O.[Na+], predict the reaction product. The product is: [CH:1]([N:14]1[CH2:17][C:16]([CH3:19])([OH:18])[CH2:15]1)([C:8]1[CH:13]=[CH:12][CH:11]=[CH:10][CH:9]=1)[C:2]1[CH:3]=[CH:4][CH:5]=[CH:6][CH:7]=1. (2) Given the reactants [CH2:1]([N:3]1[CH2:8][CH2:7][C:6]([CH2:17][NH2:18])([C:9]2[CH:14]=[CH:13][C:12]([Cl:15])=[C:11]([Cl:16])[CH:10]=2)[CH2:5][CH2:4]1)[CH3:2].[C:19]([C:21]1[C:22]([O:34][CH3:35])=[C:23]([C:31](Cl)=[O:32])[C:24]2[C:29]([CH:30]=1)=[CH:28][CH:27]=[CH:26][CH:25]=2)#[N:20], predict the reaction product. The product is: [CH2:1]([N:3]1[CH2:8][CH2:7][C:6]([C:9]2[CH:14]=[CH:13][C:12]([Cl:15])=[C:11]([Cl:16])[CH:10]=2)([CH2:17][NH:18][C:31]([C:23]2[C:24]3[C:29](=[CH:28][CH:27]=[CH:26][CH:25]=3)[CH:30]=[C:21]([C:19]#[N:20])[C:22]=2[O:34][CH3:35])=[O:32])[CH2:5][CH2:4]1)[CH3:2]. (3) Given the reactants CN(C(ON1N=NC2C=CC=NC1=2)=[N+](C)C)C.F[P-](F)(F)(F)(F)F.[F:25][C:26]([F:41])([F:40])[C:27]1[C:35]2[CH2:34][CH2:33][CH2:32][CH2:31][C:30]=2[N:29]([CH2:36][C:37]([OH:39])=O)[N:28]=1.CCN(C(C)C)C(C)C.[CH3:51][C:52]1[N:53]([C:66]2[CH:71]=[CH:70][CH:69]=[CH:68][C:67]=2C)[C:54]([CH:57]([NH2:65])[CH2:58][C:59]2[CH:64]=[CH:63][CH:62]=[CH:61][CH:60]=2)=[N:55][N:56]=1, predict the reaction product. The product is: [CH3:51][C:52]1[N:53]([C:66]2[CH:71]=[CH:70][CH:69]=[CH:68][CH:67]=2)[C:54]([CH:57]([NH:65][C:37](=[O:39])[CH2:36][N:29]2[C:30]3[CH2:31][CH2:32][CH2:33][CH2:34][C:35]=3[C:27]([C:26]([F:25])([F:41])[F:40])=[N:28]2)[CH2:58][C:59]2[CH:64]=[CH:63][CH:62]=[CH:61][CH:60]=2)=[N:55][N:56]=1. (4) Given the reactants [CH:1]1[C:14]2[C:5](=[N:6][C:7]3[C:12]([C:13]=2[NH:15][C:16]2[CH:21]=[CH:20][C:19]([N:22]4[CH2:27][CH2:26][NH:25][CH2:24][CH2:23]4)=[CH:18][CH:17]=2)=[CH:11][CH:10]=[CH:9][CH:8]=3)[CH:4]=[CH:3][CH:2]=1.C(O)(=O)C.C(O[C:35]1(O[Si](C)(C)C)[CH2:37][CH2:36]1)C.C([BH3-])#N.[Na+], predict the reaction product. The product is: [CH:1]1[C:14]2[C:5](=[N:6][C:7]3[C:12]([C:13]=2[NH:15][C:16]2[CH:17]=[CH:18][C:19]([N:22]4[CH2:27][CH2:26][N:25]([CH:35]5[CH2:37][CH2:36]5)[CH2:24][CH2:23]4)=[CH:20][CH:21]=2)=[CH:11][CH:10]=[CH:9][CH:8]=3)[CH:4]=[CH:3][CH:2]=1. (5) Given the reactants S(=O)(=O)(O)O.[C:6]1([C:12]2[CH:13]=[N:14][CH:15]=[CH:16][CH:17]=2)[CH:11]=[CH:10][CH:9]=[CH:8][CH:7]=1.[N+:18]([O-])([OH:20])=[O:19].[OH-].[Na+], predict the reaction product. The product is: [N+:18]([C:9]1[CH:8]=[CH:7][C:6]([C:12]2[CH:13]=[N:14][CH:15]=[CH:16][CH:17]=2)=[CH:11][CH:10]=1)([O-:20])=[O:19].